Dataset: Full USPTO retrosynthesis dataset with 1.9M reactions from patents (1976-2016). Task: Predict the reactants needed to synthesize the given product. (1) Given the product [CH3:1][O:2][C:3]([C:4]1[CH:9]=[C:8]2[C:7](=[C:6]([CH3:11])[CH:5]=1)[NH:53][CH:51]([C:16]1[CH:19]=[CH:20][CH:21]=[C:14]([Br:13])[CH:15]=1)[CH2:52][C:23]2([CH3:24])[CH3:22])=[O:12], predict the reactants needed to synthesize it. The reactants are: [CH3:1][O:2][C:3](=[O:12])[C:4]1[CH:9]=[CH:8][C:7](N)=[C:6]([CH3:11])[CH:5]=1.[Br:13][C:14]1[CH:15]=[C:16]([CH:19]=[CH:20][CH:21]=1)C=O.[CH2:22]=[C:23](C)[CH3:24].FC(F)(F)S([O-])(=O)=O.[Yb+3].FC(F)(F)S([O-])(=O)=O.FC(F)(F)S([O-])(=O)=O.[C:51](#[N:53])[CH3:52]. (2) Given the product [ClH:1].[NH:44]1[CH2:45][CH2:46][CH:41]([CH2:40][C:39]([O:38][CH2:37][N:14]2[C:11]3=[N:12][CH:13]=[C:8]([C:5]4[CH:6]=[CH:7][C:2]([Cl:1])=[CH:3][CH:4]=4)[CH:9]=[C:10]3[C:16]([C:17](=[O:18])[C:19]3[C:24]([F:25])=[CH:23][CH:22]=[C:21]([NH:26][S:27]([CH2:30][CH2:31][CH3:32])(=[O:28])=[O:29])[C:20]=3[F:33])=[CH:15]2)=[O:54])[CH2:42][CH2:43]1, predict the reactants needed to synthesize it. The reactants are: [Cl:1][C:2]1[CH:7]=[CH:6][C:5]([C:8]2[CH:9]=[C:10]3[C:16]([C:17]([C:19]4[C:20]([F:33])=[C:21]([NH:26][S:27]([CH2:30][CH2:31][CH3:32])(=[O:29])=[O:28])[CH:22]=[CH:23][C:24]=4[F:25])=[O:18])=[CH:15][NH:14][C:11]3=[N:12][CH:13]=2)=[CH:4][CH:3]=1.[OH-].[K+].Cl[CH2:37][O:38][C:39](=[O:54])[CH2:40][CH:41]1[CH2:46][CH2:45][N:44](C(OC(C)(C)C)=O)[CH2:43][CH2:42]1.